Dataset: Catalyst prediction with 721,799 reactions and 888 catalyst types from USPTO. Task: Predict which catalyst facilitates the given reaction. (1) Reactant: [CH3:1][C:2](=O)[CH2:3][CH3:4].Cl.[Br:7][C:8]1[CH:13]=[CH:12][C:11]([NH:14]N)=[CH:10][CH:9]=1. Product: [Br:7][C:8]1[CH:13]=[C:12]2[C:11](=[CH:10][CH:9]=1)[NH:14][C:3]([CH3:4])=[C:2]2[CH3:1]. The catalyst class is: 14. (2) Reactant: [F:1][C:2]1[C:7]2[O:8][CH2:9][O:10][C:6]=2[CH:5]=[CH:4][C:3]=1[B:11]([OH:13])[OH:12].[CH2:14](O)[CH2:15][CH2:16]O. Product: [F:1][C:2]1[C:7]2[O:8][CH2:9][O:10][C:6]=2[CH:5]=[CH:4][C:3]=1[B:11]1[O:13][CH2:16][CH2:15][CH2:14][O:12]1. The catalyst class is: 11. (3) Reactant: C[Si]([N-][Si](C)(C)C)(C)C.[Li+].[C:11]([O:15][C:16]([N:18]1[CH2:23][CH2:22][CH:21]([CH3:24])[CH2:20][C:19]1=[O:25])=[O:17])([CH3:14])([CH3:13])[CH3:12].Br[CH2:27][C:28]([O:30][CH2:31][CH3:32])=[O:29]. Product: [C:11]([O:15][C:16]([N:18]1[CH2:23][CH2:22][CH:21]([CH3:24])[CH:20]([CH2:27][C:28]([O:30][CH2:31][CH3:32])=[O:29])[C:19]1=[O:25])=[O:17])([CH3:14])([CH3:12])[CH3:13]. The catalyst class is: 1. (4) Reactant: [OH:1][C:2]1[CH:3]=[CH:4][C:5]2[O:9][C:8](=[O:10])[NH:7][C:6]=2[CH:11]=1.N1C=CN=C1.Cl[Si:18]([C:21]([CH3:24])([CH3:23])[CH3:22])([CH3:20])[CH3:19]. Product: [Si:18]([O:1][C:2]1[CH:3]=[CH:4][C:5]2[O:9][C:8](=[O:10])[NH:7][C:6]=2[CH:11]=1)([C:21]([CH3:24])([CH3:23])[CH3:22])([CH3:20])[CH3:19]. The catalyst class is: 9. (5) Reactant: [C:1]([C:4]1[CH:9]=[CH:8][C:7]([NH:10][C:11]2[N:16]=[C:15]([Cl:17])[C:14]([C:18]([F:21])([F:20])[F:19])=[CH:13][N:12]=2)=[C:6](OC)[CH:5]=1)([OH:3])=[O:2].[Br:24]N1C(=O)CCC1=O. Product: [C:1]([C:4]1[CH:9]=[CH:8][C:7]([NH:10][C:11]2[N:16]=[C:15]([Cl:17])[C:14]([C:18]([F:21])([F:20])[F:19])=[CH:13][N:12]=2)=[C:6]([Br:24])[CH:5]=1)([OH:3])=[O:2]. The catalyst class is: 3. (6) Reactant: [NH3:1].Cl[CH2:3][C:4]([N:6]([C:8]1[CH:13]=[C:12]([CH3:14])[C:11](/[CH:15]=[CH:16]/[S:17]([N:20]2[CH2:41][CH2:40][C:23]3([N:27]=[C:26]([C:28]4[CH:33]=[CH:32][CH:31]=[C:30]([O:34][C:35]([F:38])([F:37])[F:36])[CH:29]=4)[NH:25][C:24]3=[O:39])[CH2:22][CH2:21]2)(=[O:19])=[O:18])=[C:10]([CH3:42])[CH:9]=1)[CH3:7])=[O:5]. Product: [NH2:1][CH2:3][C:4]([N:6]([C:8]1[CH:13]=[C:12]([CH3:14])[C:11](/[CH:15]=[CH:16]/[S:17]([N:20]2[CH2:41][CH2:40][C:23]3([N:27]=[C:26]([C:28]4[CH:33]=[CH:32][CH:31]=[C:30]([O:34][C:35]([F:38])([F:37])[F:36])[CH:29]=4)[NH:25][C:24]3=[O:39])[CH2:22][CH2:21]2)(=[O:19])=[O:18])=[C:10]([CH3:42])[CH:9]=1)[CH3:7])=[O:5]. The catalyst class is: 8. (7) Reactant: [N+:1]([C:4]1[C:5]([C:14]([O:16]C)=O)=[N:6][N:7]2[CH2:12][CH2:11][NH:10][C:9](=[O:13])[C:8]=12)([O-:3])=[O:2].[NH3:18].C(O)C. Product: [N+:1]([C:4]1[C:5]([C:14]([NH2:18])=[O:16])=[N:6][N:7]2[CH2:12][CH2:11][NH:10][C:9](=[O:13])[C:8]=12)([O-:3])=[O:2]. The catalyst class is: 3.